From a dataset of Forward reaction prediction with 1.9M reactions from USPTO patents (1976-2016). Predict the product of the given reaction. (1) Given the reactants [CH3:1][C:2]1[C:6]([CH3:7])=[C:5]([NH:8][S:9]([C:12]2[S:13][CH:14]=[CH:15][CH:16]=2)(=[O:11])=[O:10])[O:4][N:3]=1.[CH3:17][O:18][CH2:19][CH2:20][O:21][CH2:22]Cl, predict the reaction product. The product is: [CH3:17][O:18][CH2:19][CH2:20][O:21][CH2:22][N:8]([C:5]1[O:4][N:3]=[C:2]([CH3:1])[C:6]=1[CH3:7])[S:9]([C:12]1[S:13][CH:14]=[CH:15][CH:16]=1)(=[O:10])=[O:11]. (2) Given the reactants CCCCCC.C([Li])CCC.[CH2:12]([O:19][C:20]1[CH:25]=[CH:24][CH:23]=[CH:22][C:21]=1Br)[C:13]1[CH:18]=[CH:17][CH:16]=[CH:15][CH:14]=1.[F:27][C:28]([F:39])([F:38])[O:29][C:30]1[CH:37]=[CH:36][C:33](C=O)=[CH:32][CH:31]=1.[Cl-].[NH4+].C1C[O:45][CH2:44]C1, predict the reaction product. The product is: [CH2:12]([O:19][C:20]1[CH:25]=[CH:24][CH:23]=[CH:22][C:21]=1[CH:44]([C:37]1[CH:36]=[CH:33][CH:32]=[CH:31][C:30]=1[O:29][C:28]([F:27])([F:38])[F:39])[OH:45])[C:13]1[CH:18]=[CH:17][CH:16]=[CH:15][CH:14]=1. (3) Given the reactants Br[C:2]1[CH:3]=[C:4]([CH:9]=[C:10]([C:12](=[O:18])[N:13]([CH3:17])[CH2:14][CH2:15][CH3:16])[CH:11]=1)[C:5]([O:7][CH3:8])=[O:6].[CH:19]([O:21]CCCC)=[CH2:20].C1C=CC(P(C2C=CC=CC=2)CCCP(C2C=CC=CC=2)C2C=CC=CC=2)=CC=1.C(=O)([O-])[O-].[K+].[K+].Cl, predict the reaction product. The product is: [C:19]([C:2]1[CH:3]=[C:4]([CH:9]=[C:10]([C:12](=[O:18])[N:13]([CH3:17])[CH2:14][CH2:15][CH3:16])[CH:11]=1)[C:5]([O:7][CH3:8])=[O:6])(=[O:21])[CH3:20]. (4) Given the reactants COC1C=CC(C[N:8]2[C:16]3[CH:15]=[C:14]([NH:17][C:18]4[N:19]=[CH:20][C:21]([C:24]#[N:25])=[N:22][CH:23]=4)[N:13]=[CH:12][C:11]=3[N:10]=[CH:9]2)=CC=1.C(O)(C(F)(F)F)=O, predict the reaction product. The product is: [NH:8]1[C:16]2[CH:15]=[C:14]([NH:17][C:18]3[N:19]=[CH:20][C:21]([C:24]#[N:25])=[N:22][CH:23]=3)[N:13]=[CH:12][C:11]=2[N:10]=[CH:9]1. (5) Given the reactants Br[C:2]1[CH:3]=[CH:4][C:5]([O:8][C:9]2[CH:26]=[CH:25][C:12]3[CH2:13][CH2:14][N:15]([C:18]([O:20][C:21]([CH3:24])([CH3:23])[CH3:22])=[O:19])[CH2:16][CH2:17][C:11]=3[CH:10]=2)=[N:6][CH:7]=1.[NH:27]1[CH2:31][CH2:30][CH2:29][C:28]1=[O:32].C(=O)([O-])[O-].[K+].[K+].C(N)CN, predict the reaction product. The product is: [O:32]=[C:28]1[CH2:29][CH2:30][CH2:31][N:27]1[C:2]1[CH:3]=[CH:4][C:5]([O:8][C:9]2[CH:26]=[CH:25][C:12]3[CH2:13][CH2:14][N:15]([C:18]([O:20][C:21]([CH3:24])([CH3:23])[CH3:22])=[O:19])[CH2:16][CH2:17][C:11]=3[CH:10]=2)=[N:6][CH:7]=1. (6) Given the reactants [Cl:1][C:2]1[CH:7]=[CH:6][C:5]([S:8]([C:11]2[CH:16]=[CH:15][CH:14]=[CH:13][CH:12]=2)(=[O:10])=[O:9])=[CH:4][C:3]=1[S:17]([NH:20][CH:21]1[CH2:26][CH2:25][N:24](C(OC(C)(C)C)=O)[CH2:23][CH2:22]1)(=[O:19])=[O:18].C(=O)(O)[O-].[Na+], predict the reaction product. The product is: [Cl:1][C:2]1[CH:7]=[CH:6][C:5]([S:8]([C:11]2[CH:12]=[CH:13][CH:14]=[CH:15][CH:16]=2)(=[O:9])=[O:10])=[CH:4][C:3]=1[S:17]([NH:20][CH:21]1[CH2:26][CH2:25][NH:24][CH2:23][CH2:22]1)(=[O:18])=[O:19]. (7) Given the reactants [N:1]1[C:5]2([CH2:10][CH2:9][CH2:8][CH2:7][CH2:6]2)[CH2:4][O:3][C:2]=1[C:11]1[CH:16]=[CH:15][C:14]([OH:17])=[CH:13][CH:12]=1.Br[CH2:19][CH:20]([CH3:23])[CH2:21][Cl:22].C(=O)([O-])[O-].[K+].[K+], predict the reaction product. The product is: [Cl:22][CH2:21][CH:20]([CH3:23])[CH2:19][O:17][C:14]1[CH:13]=[CH:12][C:11]([C:2]2[O:3][CH2:4][C:5]3([CH2:6][CH2:7][CH2:8][CH2:9][CH2:10]3)[N:1]=2)=[CH:16][CH:15]=1.